From a dataset of Full USPTO retrosynthesis dataset with 1.9M reactions from patents (1976-2016). Predict the reactants needed to synthesize the given product. (1) The reactants are: CN(C)[C:3]1[CH:8]=[CH:7][C:6]([C:9](=[O:18])[C:10]2[CH:15]=[C:14]([CH3:16])C=[CH:12][C:11]=2[OH:17])=[CH:5][CH:4]=1.C(=O)([O-])[O-].[K+].[K+].Cl[CH2:27][CH2:28][CH2:29][CH2:30][CH2:31][CH2:32][CH2:33][CH2:34][OH:35].O.[CH3:37][N:38]([CH3:41])[CH:39]=O. Given the product [CH3:37][N:38]([CH3:41])[C:39]1[C:14]([CH3:16])=[CH:15][C:10]([C:9]([C:6]2[CH:5]=[CH:4][CH:3]=[CH:8][CH:7]=2)=[O:18])=[C:11]([O:17][CH2:27][CH2:28][CH2:29][CH2:30][CH2:31][CH2:32][CH2:33][CH2:34][OH:35])[CH:12]=1, predict the reactants needed to synthesize it. (2) Given the product [Cl:15][C:12]1[CH:13]=[CH:14][C:9]([NH:8][C:6](=[O:7])[C:5]2[CH:22]=[CH:23][C:2]([N:32]3[CH2:33][CH2:34][N:29]([S:26]([CH3:25])(=[O:28])=[O:27])[CH2:30][CH2:31]3)=[N:3][C:4]=2[CH3:24])=[CH:10][C:11]=1[C:16]1[CH:21]=[CH:20][CH:19]=[CH:18][N:17]=1, predict the reactants needed to synthesize it. The reactants are: Cl[C:2]1[CH:23]=[CH:22][C:5]([C:6]([NH:8][C:9]2[CH:14]=[CH:13][C:12]([Cl:15])=[C:11]([C:16]3[CH:21]=[CH:20][CH:19]=[CH:18][N:17]=3)[CH:10]=2)=[O:7])=[C:4]([CH3:24])[N:3]=1.[CH3:25][S:26]([N:29]1[CH2:34][CH2:33][NH:32][CH2:31][CH2:30]1)(=[O:28])=[O:27]. (3) Given the product [C:21]([O:20][C:18]([NH:9][C@H:10]([C:15]1[O:17][CH:30]=[C:28]([C:29]([NH:62][C@@H:47]([CH2:46][CH2:45][CH2:44][NH:40][C:72]([NH2:70])=[O:73])[C:3]([OH:6])=[O:4])=[O:25])[N:27]=1)[CH2:11][CH:12]([CH3:13])[CH3:14])=[O:19])([CH3:24])([CH3:23])[CH3:22], predict the reactants needed to synthesize it. The reactants are: CI.[C:3]([O-:6])([O-])=[O:4].[Na+].[Na+].[NH:9]([C:18]([O:20][C:21]([CH3:24])([CH3:23])[CH3:22])=[O:19])[C@H:10]([C:15]([OH:17])=O)[CH2:11][CH:12]([CH3:14])[CH3:13].[O:25]1[CH:29]=[C:28]([C:30](O)=O)[N:27]=C1.F[P-](F)(F)(F)(F)F.[N:40]1(O[P+](N(C)C)(N(C)C)N(C)C)[C:44]2[CH:45]=[CH:46][CH:47]=CC=2N=N1.CC[N:62](C(C)C)C(C)C.C[N:70]([CH:72]=[O:73])C.